Task: Predict the reaction yield, written as a fraction of the theoretical maximum amount of product (1.0 means a 100% yield; for example, 0.34 means a 34% yield).. Dataset: Reaction yield outcomes from USPTO patents with 853,638 reactions The reactants are [C:1]([OH:10])(=[O:9])[C:2]1[C:3](=[CH:5][CH:6]=[CH:7][CH:8]=1)[OH:4].N1C=CC=CC=1.[CH3:17][C:18]([CH3:23])([CH3:22])[C:19](Cl)=[O:20].O. The catalyst is CC(C)=O. The product is [CH3:17][C:18]([CH3:23])([CH3:22])[C:19]([O:4][C:3]1[CH:5]=[CH:6][CH:7]=[CH:8][C:2]=1[C:1]([OH:10])=[O:9])=[O:20]. The yield is 0.950.